Dataset: Forward reaction prediction with 1.9M reactions from USPTO patents (1976-2016). Task: Predict the product of the given reaction. (1) Given the reactants [OH:1][C@@H:2]([CH3:7])[C:3]([O:5][CH3:6])=[O:4].N1C=CN=C1.[Si:13](Cl)([C:16]([CH3:19])([CH3:18])[CH3:17])([CH3:15])[CH3:14], predict the reaction product. The product is: [Si:13]([O:1][C@@H:2]([CH3:7])[C:3]([O:5][CH3:6])=[O:4])([C:16]([CH3:19])([CH3:18])[CH3:17])([CH3:15])[CH3:14]. (2) Given the reactants [Br:1][C:2]1[CH:3]([CH2:7][C:8](N(C)C)=[O:9])[CH2:4][CH2:5][CH:6]=1.C([BH-](CC)CC)C.[Li+], predict the reaction product. The product is: [Br:1][C:2]1[CH:3]([CH2:7][CH2:8][OH:9])[CH2:4][CH2:5][CH:6]=1. (3) The product is: [CH3:14][O:15][C:3]1[N:8]=[C:7]([NH:9][CH2:10][CH2:11][NH2:12])[CH:6]=[C:5]([CH3:13])[CH:4]=1. Given the reactants [Na].Br[C:3]1[N:8]=[C:7]([NH:9][CH2:10][CH2:11][NH2:12])[CH:6]=[C:5]([CH3:13])[CH:4]=1.[CH3:14][OH:15], predict the reaction product. (4) Given the reactants [CH2:1]([O:3][C:4]([C:6]1[N:10]2[CH:11]=[CH:12][CH:13]=[CH:14][C:9]2=[C:8]([C:15]([OH:17])=O)[N:7]=1)=[O:5])[CH3:2].[C:18]12([NH2:28])[CH2:27][CH:22]3[CH2:23][CH:24]([CH2:26][CH:20]([CH2:21]3)[CH2:19]1)[CH2:25]2.C(Cl)CCl.C1C=NC2N(O)N=NC=2C=1.CCN(CC)CC, predict the reaction product. The product is: [CH2:1]([O:3][C:4]([C:6]1[N:10]2[CH:11]=[CH:12][CH:13]=[CH:14][C:9]2=[C:8]([C:15]([NH:28][C:18]23[CH2:19][CH:20]4[CH2:26][CH:24]([CH2:23][CH:22]([CH2:21]4)[CH2:27]2)[CH2:25]3)=[O:17])[N:7]=1)=[O:5])[CH3:2]. (5) Given the reactants [CH3:1][O:2][C:3]1[C:8]2[C:9](=[O:23])[O:10][C:11]([C:13]3[C:22]4[C:17](=[CH:18][CH:19]=[CH:20][CH:21]=4)[CH:16]=[CH:15][CH:14]=3)=[N:12][C:7]=2[CH:6]=[CH:5][CH:4]=1.[NH2:24][CH2:25][CH:26]([OH:28])[CH3:27], predict the reaction product. The product is: [OH:28][CH:26]([CH3:27])[CH2:25][NH:24][C:9]([C:8]1[C:3]([O:2][CH3:1])=[CH:4][CH:5]=[CH:6][C:7]=1[NH:12][C:11]([C:13]1[C:22]2[C:17](=[CH:18][CH:19]=[CH:20][CH:21]=2)[CH:16]=[CH:15][CH:14]=1)=[O:10])=[O:23]. (6) Given the reactants [CH3:1][C:2]1[C:6]2[C:7](=[O:20])[N:8]([CH2:12][CH2:13][N:14]3[CH2:19][CH2:18][O:17][CH2:16][CH2:15]3)[CH2:9][CH2:10][CH2:11][C:5]=2[NH:4][C:3]=1C=O.[Cl:23][C:24]1[CH:25]=[C:26]2[C:30](=[CH:31][CH:32]=1)[NH:29][C:28](=[O:33])[CH2:27]2.N1CCCC[CH2:35]1, predict the reaction product. The product is: [Cl:23][C:24]1[CH:25]=[C:26]2[C:30](=[CH:31][CH:32]=1)[NH:29][C:28](=[O:33])[C:27]2=[CH:35][N:4]1[C:5]2[CH2:11][CH2:10][CH2:9][N:8]([CH2:12][CH2:13][N:14]3[CH2:15][CH2:16][O:17][CH2:18][CH2:19]3)[C:7](=[O:20])[C:6]=2[C:2]([CH3:1])=[CH:3]1. (7) Given the reactants C([O:5][C:6](=[O:43])[C@@H:7]([NH:12][C:13](=[O:42])[C:14]1[CH:19]=[CH:18][C:17]([C:20]2[CH:21]=[N:22][C:23]3[N:24]([C:26]([C:29]4([C:32]5[CH:33]=[C:34]6[C:39](=[CH:40][CH:41]=5)[N:38]=[CH:37][CH:36]=[CH:35]6)[CH2:31][CH2:30]4)=[N:27][N:28]=3)[N:25]=2)=[CH:16][CH:15]=1)[C:8]([CH3:11])([CH3:10])[CH3:9])(C)(C)C.C(O)(C(F)(F)F)=O, predict the reaction product. The product is: [CH3:9][C:8]([CH3:11])([CH3:10])[C@H:7]([NH:12][C:13](=[O:42])[C:14]1[CH:15]=[CH:16][C:17]([C:20]2[CH:21]=[N:22][C:23]3[N:24]([C:26]([C:29]4([C:32]5[CH:33]=[C:34]6[C:39](=[CH:40][CH:41]=5)[N:38]=[CH:37][CH:36]=[CH:35]6)[CH2:30][CH2:31]4)=[N:27][N:28]=3)[N:25]=2)=[CH:18][CH:19]=1)[C:6]([OH:43])=[O:5]. (8) Given the reactants [CH3:1][O:2][C:3](=[O:16])[C:4]1[CH:9]=[CH:8][C:7]([CH3:10])=[CH:6][C:5]=1[O:11][CH2:12][CH2:13][CH2:14][CH3:15].C(OOC(=O)C1C=CC=CC=1)(=O)C1C=CC=CC=1.C1C(=O)N([Br:42])C(=O)C1, predict the reaction product. The product is: [CH3:1][O:2][C:3](=[O:16])[C:4]1[CH:9]=[CH:8][C:7]([CH2:10][Br:42])=[CH:6][C:5]=1[O:11][CH2:12][CH2:13][CH2:14][CH3:15]. (9) Given the reactants [CH3:1][O:2][C:3]1[CH:11]=[C:10]2[C:6]([CH:7]=[N:8][NH:9]2)=[CH:5][CH:4]=1.Br[CH2:13][C:14]1[CH:19]=[CH:18][CH:17]=[CH:16][CH:15]=1, predict the reaction product. The product is: [CH2:13]([N:9]1[C:10]2[C:6](=[CH:5][CH:4]=[C:3]([O:2][CH3:1])[CH:11]=2)[CH:7]=[N:8]1)[C:14]1[CH:19]=[CH:18][CH:17]=[CH:16][CH:15]=1. (10) Given the reactants [Li]CCCC.Br[C:7]1[CH:12]=[CH:11][C:10]([F:13])=[CH:9][N:8]=1.[N+:14]([C:17]1[C:18]([CH:27]=[O:28])=[CH:19][CH:20]=[C:21]2[C:26]=1[N:25]=[CH:24][CH:23]=[CH:22]2)([O-:16])=[O:15].[NH4+].[Cl-], predict the reaction product. The product is: [F:13][C:10]1[CH:11]=[CH:12][C:7]([CH:27]([C:18]2[C:17]([N+:14]([O-:16])=[O:15])=[C:26]3[C:21]([CH:22]=[CH:23][CH:24]=[N:25]3)=[CH:20][CH:19]=2)[OH:28])=[N:8][CH:9]=1.